This data is from Peptide-MHC class I binding affinity with 185,985 pairs from IEDB/IMGT. The task is: Regression. Given a peptide amino acid sequence and an MHC pseudo amino acid sequence, predict their binding affinity value. This is MHC class I binding data. (1) The peptide sequence is YSPCFTAGEV. The MHC is Mamu-A01 with pseudo-sequence Mamu-A01. The binding affinity (normalized) is 0.776. (2) The peptide sequence is GLSFLNPEK. The MHC is HLA-B15:17 with pseudo-sequence HLA-B15:17. The binding affinity (normalized) is 0.0847. (3) The peptide sequence is FILFFAYVM. The MHC is HLA-A02:01 with pseudo-sequence HLA-A02:01. The binding affinity (normalized) is 0.342. (4) The peptide sequence is ELIKAMNHF. The MHC is HLA-A26:02 with pseudo-sequence HLA-A26:02. The binding affinity (normalized) is 1.00.